This data is from Reaction yield outcomes from USPTO patents with 853,638 reactions. The task is: Predict the reaction yield, written as a fraction of the theoretical maximum amount of product (1.0 means a 100% yield; for example, 0.34 means a 34% yield). (1) The reactants are [Br:1][C:2]1[CH:3]=[C:4]2[C:15](=[CH:16][CH:17]=1)[O:14][C:7]1[C:8]([F:13])=[N:9][C:10]([Cl:12])=[CH:11][C:6]=1[C:5]2([NH:21]S(C(C)(C)C)=O)[CH2:18][CH2:19][OH:20]. The catalyst is CO. The product is [NH2:21][C:5]1([CH2:18][CH2:19][OH:20])[C:6]2[CH:11]=[C:10]([Cl:12])[N:9]=[C:8]([F:13])[C:7]=2[O:14][C:15]2[C:4]1=[CH:3][C:2]([Br:1])=[CH:17][CH:16]=2. The yield is 0.880. (2) The reactants are C(OC(=O)[NH:7][C:8]1[CH:13]=[CH:12][C:11]([F:14])=[CH:10][C:9]=1[CH2:15][C:16]([CH3:18])=[CH2:17])(C)(C)C.C1(OC)C=CC=CC=1.FC(F)(F)C(O)=O.CS(O)(=O)=O. The catalyst is ClCCl. The product is [CH3:17][C:16]1([CH3:18])[CH2:15][C:9]2[C:8](=[CH:13][CH:12]=[C:11]([F:14])[CH:10]=2)[NH:7]1. The yield is 0.660. (3) The reactants are N[C:2]1[C:3]([C:9]#[N:10])=[N:4][C:5]([Br:8])=[CH:6][N:7]=1.N(OC(C)(C)C)=O.[Cl:18]CCl. The catalyst is [Ti](Cl)(Cl)(Cl)Cl. The product is [Br:8][C:5]1[N:4]=[C:3]([C:9]#[N:10])[C:2]([Cl:18])=[N:7][CH:6]=1. The yield is 0.850. (4) The catalyst is O1CCOCC1.O. The product is [Br:1][C:2]1[CH:7]=[CH:6][C:5]([C:8]2[CH:18]=[C:11]3[N:12]=[C:13]([Cl:17])[CH:14]=[C:15]([N:19]4[CH2:24][CH2:23][O:22][CH2:21][CH2:20]4)[N:10]3[N:9]=2)=[CH:4][CH:3]=1. The reactants are [Br:1][C:2]1[CH:7]=[CH:6][C:5]([C:8]2[CH:18]=[C:11]3[N:12]=[C:13]([Cl:17])[CH:14]=[C:15](Cl)[N:10]3[N:9]=2)=[CH:4][CH:3]=1.[NH:19]1[CH2:24][CH2:23][O:22][CH2:21][CH2:20]1. The yield is 0.960. (5) The reactants are Cl[C:2]1[CH:7]=[CH:6][N:5]=[C:4]([N:8]2[C:20](=[O:21])[C:19]3[S:18][C:17]4[CH2:16][CH2:15][CH2:14][CH2:13][C:12]=4[C:11]=3[CH:10]=[N:9]2)[C:3]=1[CH:22]=[O:23].[CH3:24][N:25]1[CH:30]=[C:29](B2OC(C)(C)C(C)(C)O2)[CH:28]=[C:27]([NH:40][C:41]2[CH:46]=[CH:45][C:44]([N:47]3[CH2:52][CH2:51][N:50]([CH:53]4[CH2:56][O:55][CH2:54]4)[CH2:49][CH2:48]3)=[CH:43][N:42]=2)[C:26]1=[O:57].C1COCC1. The catalyst is C1C=CC(P(C2C=CC=CC=2)[C-]2C=CC=C2)=CC=1.C1C=CC(P(C2C=CC=CC=2)[C-]2C=CC=C2)=CC=1.Cl[Pd]Cl.[Fe+2].O. The product is [CH3:24][N:25]1[C:26](=[O:57])[C:27]([NH:40][C:41]2[CH:46]=[CH:45][C:44]([N:47]3[CH2:52][CH2:51][N:50]([CH:53]4[CH2:54][O:55][CH2:56]4)[CH2:49][CH2:48]3)=[CH:43][N:42]=2)=[CH:28][C:29]([C:2]2[CH:7]=[CH:6][N:5]=[C:4]([N:8]3[C:20](=[O:21])[C:19]4[S:18][C:17]5[CH2:16][CH2:15][CH2:14][CH2:13][C:12]=5[C:11]=4[CH:10]=[N:9]3)[C:3]=2[CH:22]=[O:23])=[CH:30]1. The yield is 0.530. (6) The reactants are [CH:1]([Si:4](Cl)([CH:8]([CH3:10])[CH3:9])[CH:5]([CH3:7])[CH3:6])([CH3:3])[CH3:2].[F:12][C:13]1[CH:14]=[CH:15][C:16]2[N:17]([C:19]([C@@H:22]3[CH2:26][CH2:25][CH2:24][N:23]3[CH2:27][CH2:28][CH2:29][OH:30])=[N:20][N:21]=2)[CH:18]=1.CCN(CC)CC. The catalyst is C(Cl)Cl.CN(C)C1C=CN=CC=1. The product is [F:12][C:13]1[CH:14]=[CH:15][C:16]2[N:17]([C:19]([C@@H:22]3[CH2:26][CH2:25][CH2:24][N:23]3[CH2:27][CH2:28][CH2:29][O:30][Si:4]([CH:8]([CH3:10])[CH3:9])([CH:5]([CH3:7])[CH3:6])[CH:1]([CH3:3])[CH3:2])=[N:20][N:21]=2)[CH:18]=1. The yield is 0.920. (7) The reactants are [CH2:1]([O:15][C:16]1[C:17]2[C:25]([CH:26]=[C:27]3[CH:31]=[CH:30][S:29][C:28]=13)=[C:24]([O:32][CH2:33][CH2:34][CH2:35][CH2:36][CH2:37][CH2:38][CH2:39][CH2:40][CH2:41][CH2:42][CH2:43][CH2:44][CH2:45][CH3:46])[C:20]1[S:21][CH:22]=[CH:23][C:19]=1[CH:18]=2)[CH2:2][CH2:3][CH2:4][CH2:5][CH2:6][CH2:7][CH2:8][CH2:9][CH2:10][CH2:11][CH2:12][CH2:13][CH3:14].C([Li])CCC.[CH3:52][Sn:53](Cl)([CH3:55])[CH3:54].O. The catalyst is C1COCC1. The product is [CH3:52][Sn:53]([CH3:55])([CH3:54])[C:22]1[S:21][C:20]2[C:24]([O:32][CH2:33][CH2:34][CH2:35][CH2:36][CH2:37][CH2:38][CH2:39][CH2:40][CH2:41][CH2:42][CH2:43][CH2:44][CH2:45][CH3:46])=[C:25]3[C:17](=[CH:18][C:19]=2[CH:23]=1)[C:16]([O:15][CH2:1][CH2:2][CH2:3][CH2:4][CH2:5][CH2:6][CH2:7][CH2:8][CH2:9][CH2:10][CH2:11][CH2:12][CH2:13][CH3:14])=[C:28]1[S:29][C:30]([Sn:53]([CH3:55])([CH3:54])[CH3:52])=[CH:31][C:27]1=[CH:26]3. The yield is 0.860. (8) The reactants are [CH2:1]([O:3][C:4]1[CH:5]=[C:6]([CH:12]([NH2:18])[CH2:13][S:14]([CH3:17])(=[O:16])=[O:15])[CH:7]=[CH:8][C:9]=1[O:10][CH3:11])[CH3:2].[C:19]([NH:22][C@H:23]([C:28]([OH:30])=[O:29])[CH2:24][CH:25]([CH3:27])[CH3:26])(=[O:21])[CH3:20]. The catalyst is CO. The product is [C:19]([NH:22][C@H:23]([C:28]([OH:30])=[O:29])[CH2:24][CH:25]([CH3:26])[CH3:27])(=[O:21])[CH3:20].[CH2:1]([O:3][C:4]1[CH:5]=[C:6]([C@H:12]([NH2:18])[CH2:13][S:14]([CH3:17])(=[O:16])=[O:15])[CH:7]=[CH:8][C:9]=1[O:10][CH3:11])[CH3:2]. The yield is 0.900.